From a dataset of NCI-60 drug combinations with 297,098 pairs across 59 cell lines. Regression. Given two drug SMILES strings and cell line genomic features, predict the synergy score measuring deviation from expected non-interaction effect. (1) Drug 1: C1=CN(C=N1)CC(O)(P(=O)(O)O)P(=O)(O)O. Drug 2: CCN(CC)CCCC(C)NC1=C2C=C(C=CC2=NC3=C1C=CC(=C3)Cl)OC. Cell line: HCC-2998. Synergy scores: CSS=16.5, Synergy_ZIP=-5.31, Synergy_Bliss=-6.66, Synergy_Loewe=-22.5, Synergy_HSA=-11.2. (2) Drug 1: C1=CC(=CC=C1CCCC(=O)O)N(CCCl)CCCl. Drug 2: CC12CCC3C(C1CCC2OP(=O)(O)O)CCC4=C3C=CC(=C4)OC(=O)N(CCCl)CCCl.[Na+]. Cell line: SK-MEL-2. Synergy scores: CSS=0.898, Synergy_ZIP=-6.42, Synergy_Bliss=-13.3, Synergy_Loewe=-12.0, Synergy_HSA=-11.7.